Dataset: Retrosynthesis with 50K atom-mapped reactions and 10 reaction types from USPTO. Task: Predict the reactants needed to synthesize the given product. (1) Given the product CCCC(C(=O)OC)c1c(C)nc2cc(C(C)(C)C)nn2c1-c1ccc(Cl)cc1F, predict the reactants needed to synthesize it. The reactants are: CCCC(C(=O)OC)c1c(C)nc2cc(C(C)(C)C)nn2c1Cl.OB(O)c1ccc(Cl)cc1F. (2) Given the product Fc1ccc2[nH]cc(CC3CCN(CCOc4cccc5[nH]ccc45)CC3)c2c1, predict the reactants needed to synthesize it. The reactants are: ClCCOc1cccc2[nH]ccc12.Fc1ccc2[nH]cc(CC3CCNCC3)c2c1. (3) Given the product COc1ccc(C2COCCO2)c2sc(NC(=O)c3ccnc(COCC4CC4)c3)nc12, predict the reactants needed to synthesize it. The reactants are: COc1ccc(C2COCCO2)c2sc(N)nc12.O=C(O)c1ccnc(COCC2CC2)c1. (4) Given the product Cc1cc(Oc2ncc(Cl)cc2F)cc(C)c1C1C(=O)C2C3CCC(CC3)C2C1=O, predict the reactants needed to synthesize it. The reactants are: Cc1cc(O)cc(C)c1C1C(=O)C2C3CCC(CC3)C2C1=O.Fc1cc(Cl)cnc1F. (5) Given the product CC(C)(C)OC(=O)N1C[C@H](CCC2CCCCC2)OC[C@@H]1[C@@H](O)[C@H](Cc1ccccc1)[N+](=O)[O-], predict the reactants needed to synthesize it. The reactants are: CC(C)(C)OC(=O)N1C[C@H](CCC2CCCCC2)OC[C@@H]1C=O.O=[N+]([O-])CCc1ccccc1. (6) Given the product COC(=O)c1ccc(-c2nc(NCc3cccc([N+](=O)[O-])c3)c3c4c(sc3n2)CCCC4)cc1, predict the reactants needed to synthesize it. The reactants are: COC(=O)c1ccc(-c2nc(Cl)c3c4c(sc3n2)CCCC4)cc1.NCc1cccc([N+](=O)[O-])c1. (7) Given the product CCNc1nc(SC)nc(C)c1C(=O)OCC, predict the reactants needed to synthesize it. The reactants are: CCN.CCOC(=O)c1c(C)nc(SC)nc1Cl.